This data is from Full USPTO retrosynthesis dataset with 1.9M reactions from patents (1976-2016). The task is: Predict the reactants needed to synthesize the given product. The reactants are: C(O[C:6]([N:8](C)[C@H:9]([C:11]([NH:13][C@@H:14]([CH:30]1[CH2:35][CH2:34][CH2:33][CH2:32][CH2:31]1)[C:15]([N:17]1[C@H:22]([C:23](OC)=[O:24])[CH2:21][N:20]2[CH2:27][CH2:28][CH2:29][C@@H:19]2[CH2:18]1)=[O:16])=[O:12])[CH3:10])=O)(C)(C)C.O.[OH-].[Li+].[ClH:40].[F:41][C:42]1([F:52])[C:50]2[C:45](=[CH:46][CH:47]=[CH:48][CH:49]=2)[C@H:44]([NH2:51])[CH2:43]1.Cl.C(N=C=NCCCN(C)C)C.ON1C2C=CC=CC=2N=N1.C(OCC)(=O)C.Cl. Given the product [ClH:40].[ClH:40].[CH:30]1([C@H:14]([NH:13][C:11](=[O:12])[C@H:9]([CH3:10])[NH:8][CH3:6])[C:15]([N:17]2[C@H:22]([C:23]([NH:51][C@H:44]3[C:45]4[C:50](=[CH:49][CH:48]=[CH:47][CH:46]=4)[C:42]([F:41])([F:52])[CH2:43]3)=[O:24])[CH2:21][N:20]3[CH2:27][CH2:28][CH2:29][C@@H:19]3[CH2:18]2)=[O:16])[CH2:35][CH2:34][CH2:33][CH2:32][CH2:31]1, predict the reactants needed to synthesize it.